Dataset: hERG Central: cardiac toxicity at 1µM, 10µM, and general inhibition. Task: Predict hERG channel inhibition at various concentrations. (1) The compound is CCN1CCCC1CN(Cc1cc2ccc(C)cc2[nH]c1=O)C(=S)Nc1cccc(OC)c1. Results: hERG_inhib (hERG inhibition (general)): blocker. (2) The drug is N=c1c(C(=O)NC2CCCC2)cc2c(=O)n3ccccc3nc2n1Cc1ccccc1. Results: hERG_inhib (hERG inhibition (general)): blocker. (3) The molecule is COCCN(Cc1ccccc1)C(=S)Nc1ccc(OC(F)F)cc1. Results: hERG_inhib (hERG inhibition (general)): blocker.